This data is from Catalyst prediction with 721,799 reactions and 888 catalyst types from USPTO. The task is: Predict which catalyst facilitates the given reaction. (1) Reactant: [CH2:1]([O:3][C:4](=[O:18])[CH2:5][CH:6]1[O:10][B:9]([OH:11])[C:8]2[CH:12]=[C:13]([OH:17])[CH:14]=[C:15]([CH3:16])[C:7]1=2)[CH3:2].[Cl:19][C:20]1[N:24]=[C:23](Cl)[S:22][N:21]=1.C(=O)([O-])[O-].[Cs+].[Cs+].Cl. Product: [CH2:1]([O:3][C:4](=[O:18])[CH2:5][CH:6]1[O:10][B:9]([OH:11])[C:8]2[CH:12]=[C:13]([O:17][C:23]3[S:22][N:21]=[C:20]([Cl:19])[N:24]=3)[CH:14]=[C:15]([CH3:16])[C:7]1=2)[CH3:2]. The catalyst class is: 18. (2) Reactant: [F:1][C:2]([F:9])([F:8])[CH:3]([F:7])[CH:4](F)[F:5].[OH-].[K+:11]. Product: [F:5][CH:4]=[C:3]([F:7])[C:2]([F:9])([F:8])[F:1].[F-:1].[K+:11]. The catalyst class is: 6.